This data is from Catalyst prediction with 721,799 reactions and 888 catalyst types from USPTO. The task is: Predict which catalyst facilitates the given reaction. (1) Reactant: [NH:1]1[CH2:6][CH2:5][CH:4]([N:7]2[CH2:12][CH2:11][CH:10]([N:13]3[C@@H:22]4[C@H:17]([CH2:18][CH2:19][CH2:20][CH2:21]4)[CH2:16][NH:15][C:14]3=[O:23])[CH2:9][CH2:8]2)[CH2:3][CH2:2]1.C(N(CC)CC)C.Cl[C:32]([O:34][CH2:35][CH3:36])=[O:33]. Product: [O:23]=[C:14]1[NH:15][CH2:16][C@@H:17]2[C@H:22]([CH2:21][CH2:20][CH2:19][CH2:18]2)[N:13]1[CH:10]1[CH2:9][CH2:8][N:7]([CH:4]2[CH2:5][CH2:6][N:1]([C:32]([O:34][CH2:35][CH3:36])=[O:33])[CH2:2][CH2:3]2)[CH2:12][CH2:11]1. The catalyst class is: 4. (2) Reactant: [Cl:1][C:2]1[N:3]=[C:4]2[CH:12]=[C:11]([Cl:13])[CH:10]=[N:9][C:5]2=[N:6][C:7]=1Cl.[N:14]1([C:23]([O:25][C:26]([CH3:29])([CH3:28])[CH3:27])=[O:24])[CH2:19][CH2:18][CH2:17][CH:16]2[CH2:20][NH:21][CH2:22][CH:15]12. Product: [Cl:1][C:2]1[N:3]=[C:4]2[CH:12]=[C:11]([Cl:13])[CH:10]=[N:9][C:5]2=[N:6][C:7]=1[N:21]1[CH2:20][CH:16]2[CH:15]([N:14]([C:23]([O:25][C:26]([CH3:29])([CH3:28])[CH3:27])=[O:24])[CH2:19][CH2:18][CH2:17]2)[CH2:22]1. The catalyst class is: 2.